This data is from Retrosynthesis with 50K atom-mapped reactions and 10 reaction types from USPTO. The task is: Predict the reactants needed to synthesize the given product. Given the product COC(=O)[C@@H](NC(=O)c1ccc(-c2ccc([N+](=O)[O-])cc2)cc1C)C(C)C, predict the reactants needed to synthesize it. The reactants are: COC(=O)[C@@H](N)C(C)C.Cc1cc(-c2ccc([N+](=O)[O-])cc2)ccc1C(=O)O.